Predict the reactants needed to synthesize the given product. From a dataset of Full USPTO retrosynthesis dataset with 1.9M reactions from patents (1976-2016). Given the product [CH3:1][C:2]1[S:6][C:5]2[CH:7]=[C:8]([CH2:11][CH2:12][CH2:13][CH2:14][O:15][S:27]([CH3:26])(=[O:29])=[O:28])[CH:9]=[CH:10][C:4]=2[C:3]=1[C:16]1[CH:21]=[CH:20][C:19]([C:22]([F:25])([F:23])[F:24])=[CH:18][CH:17]=1, predict the reactants needed to synthesize it. The reactants are: [CH3:1][C:2]1[S:6][C:5]2[CH:7]=[C:8]([CH2:11][CH2:12][CH2:13][CH2:14][OH:15])[CH:9]=[CH:10][C:4]=2[C:3]=1[C:16]1[CH:21]=[CH:20][C:19]([C:22]([F:25])([F:24])[F:23])=[CH:18][CH:17]=1.[CH3:26][S:27](Cl)(=[O:29])=[O:28].